This data is from Full USPTO retrosynthesis dataset with 1.9M reactions from patents (1976-2016). The task is: Predict the reactants needed to synthesize the given product. (1) Given the product [O:44]1[C:48]2([CH2:53][CH2:52][CH2:51][N:50]([C:15](=[O:17])[C@@H:14]([NH:13][C:11]([C:9]3[NH:8][C:5]4=[CH:6][N:7]=[C:2]([Cl:1])[CH:3]=[C:4]4[CH:10]=3)=[O:12])[CH2:18][C:19]3[CH:24]=[CH:23][C:22]([F:25])=[CH:21][CH:20]=3)[CH2:49]2)[O:47][CH2:46][CH2:45]1, predict the reactants needed to synthesize it. The reactants are: [Cl:1][C:2]1[CH:3]=[C:4]2[CH:10]=[C:9]([C:11]([NH:13][C@@H:14]([CH2:18][C:19]3[CH:24]=[CH:23][C:22]([F:25])=[CH:21][CH:20]=3)[C:15]([OH:17])=O)=[O:12])[NH:8][C:5]2=[CH:6][N:7]=1.C[N+]1(C2N=C(OC)N=C(OC)N=2)CCOCC1.[Cl-].[O:44]1[C:48]2([CH2:53][CH2:52][CH2:51][NH:50][CH2:49]2)[O:47][CH2:46][CH2:45]1. (2) Given the product [F:13][C:11]([C:10]([F:16])([F:15])[F:9])=[CH2:12].[F:5][CH:4]=[CH:3][C:2]([F:8])([F:7])[F:1], predict the reactants needed to synthesize it. The reactants are: [F:1][C:2]([F:8])([F:7])[CH2:3][CH:4](F)[F:5].[F:9][C:10]([F:16])([F:15])[C:11](F)([F:13])[CH3:12].FC(F)(F)C#C. (3) Given the product [Br:1][C:2]1[S:6][C:5]([C:7]([OH:9])=[O:8])=[C:4]([C:12]2[CH:17]=[CH:16][C:15]([Cl:18])=[CH:14][C:13]=2[Cl:19])[C:3]=1[C:20]#[N:21], predict the reactants needed to synthesize it. The reactants are: [Br:1][C:2]1[S:6][C:5]([C:7]([O:9]CC)=[O:8])=[C:4]([C:12]2[CH:17]=[CH:16][C:15]([Cl:18])=[CH:14][C:13]=2[Cl:19])[C:3]=1[C:20]#[N:21].O.[OH-].[Na+].